From a dataset of Reaction yield outcomes from USPTO patents with 853,638 reactions. Predict the reaction yield, written as a fraction of the theoretical maximum amount of product (1.0 means a 100% yield; for example, 0.34 means a 34% yield). The reactants are [O:1]1[C:5]2[CH:6]=[CH:7][C:8]([C:10]([OH:12])=O)=[CH:9][C:4]=2[O:3][CH2:2]1.[NH2:13][CH:14]([CH2:17][CH2:18][CH3:19])[CH2:15][OH:16]. No catalyst specified. The product is [OH:16][CH2:15][CH:14]([NH:13][C:10]([C:8]1[CH:7]=[CH:6][C:5]2[O:1][CH2:2][O:3][C:4]=2[CH:9]=1)=[O:12])[CH2:17][CH2:18][CH3:19]. The yield is 0.760.